From a dataset of Forward reaction prediction with 1.9M reactions from USPTO patents (1976-2016). Predict the product of the given reaction. (1) The product is: [NH2:8][C:9]1[N:14]=[CH:13][C:12]([C:15]2[C:16]3[CH2:29][CH2:28][N:27]([C:30]4[CH:35]=[CH:34][C:33]([CH2:36][CH2:37][C:38]([N:55]5[CH2:56][CH2:57][N:52]([CH2:58][CH2:59][OH:60])[CH2:53][CH2:54]5)=[O:39])=[CH:32][CH:31]=4)[C:17]=3[N:18]=[C:19]([N:21]3[CH2:22][CH2:23][O:24][CH2:25][CH2:26]3)[N:20]=2)=[CH:11][N:10]=1. Given the reactants COC1C=CC(C[N:8](CC2C=CC(OC)=CC=2)[C:9]2[N:14]=[CH:13][C:12]([C:15]3[C:16]4[CH2:29][CH2:28][N:27]([C:30]5[CH:35]=[CH:34][C:33]([CH2:36][CH2:37][C:38](O)=[O:39])=[CH:32][CH:31]=5)[C:17]=4[N:18]=[C:19]([N:21]4[CH2:26][CH2:25][O:24][CH2:23][CH2:22]4)[N:20]=3)=[CH:11][N:10]=2)=CC=1.[N:52]1([CH2:58][CH2:59][OH:60])[CH2:57][CH2:56][NH:55][CH2:54][CH2:53]1, predict the reaction product. (2) Given the reactants Br[C:2]1[CH:3]=[CH:4][C:5]([N:10]2[CH:14]=[C:13]([CH3:15])[N:12]=[CH:11]2)=[C:6]([CH:9]=1)[C:7]#[N:8].[F:16][C:17]([F:31])([F:30])[C:18]1[CH:23]=[CH:22][CH:21]=[CH:20][C:19]=1[N:24]1[CH:28]=[N:27][C:26]([NH2:29])=[N:25]1, predict the reaction product. The product is: [CH3:15][C:13]1[N:12]=[CH:11][N:10]([C:5]2[CH:4]=[CH:3][C:2]([NH:29][C:26]3[N:27]=[CH:28][N:24]([C:19]4[CH:20]=[CH:21][CH:22]=[CH:23][C:18]=4[C:17]([F:31])([F:16])[F:30])[N:25]=3)=[CH:9][C:6]=2[C:7]#[N:8])[CH:14]=1. (3) The product is: [CH2:1]([N:8]1[C:13](=[O:14])[C:12]2[N:15]=[CH:16][S:17][C:11]=2[N:10]=[C:9]1[CH:19]([NH:22][CH2:23][CH2:24][N:25]([CH3:27])[CH3:26])[CH2:20][CH3:21])[C:2]1[CH:7]=[CH:6][CH:5]=[CH:4][CH:3]=1. Given the reactants [CH2:1]([N:8]1[C:13](=[O:14])[C:12]2[N:15]=[C:16](Br)[S:17][C:11]=2[N:10]=[C:9]1[CH:19]([NH:22][CH2:23][CH2:24][N:25]([CH3:27])[CH3:26])[CH2:20][CH3:21])[C:2]1[CH:7]=[CH:6][CH:5]=[CH:4][CH:3]=1, predict the reaction product. (4) Given the reactants [Cl:1][C:2]1[C:3]([CH3:26])=[C:4]([CH:20]2[CH2:24][C:23](=[O:25])[NH:22][CH2:21]2)[C:5]([O:18][CH3:19])=[C:6]([CH:8]([NH:10]C(=O)OC(C)(C)C)[CH3:9])[CH:7]=1.FC(F)(F)C(O)=O, predict the reaction product. The product is: [NH2:10][CH:8]([C:6]1[C:5]([O:18][CH3:19])=[C:4]([CH:20]2[CH2:21][NH:22][C:23](=[O:25])[CH2:24]2)[C:3]([CH3:26])=[C:2]([Cl:1])[CH:7]=1)[CH3:9]. (5) Given the reactants C1(COC2C(OC)=CC=CC=2/C=[CH:15]/[C:16]2[O:17][C:18]3[C:23]([C:24](=[O:27])[C:25]=2[I:26])=[CH:22][CH:21]=[CH:20][CH:19]=3)CC1.[F:28]C1C=CC(C(=O)C)=C(O)C=1.[CH:39]1([O:44][C:45]2[C:52]([O:53][CH3:54])=[CH:51][CH:50]=[CH:49][C:46]=2[CH:47]=O)[CH2:43][CH2:42][CH2:41][CH2:40]1, predict the reaction product. The product is: [CH:39]1([O:44][C:45]2[C:52]([O:53][CH3:54])=[CH:51][CH:50]=[CH:49][C:46]=2/[CH:47]=[CH:15]/[C:16]2[O:17][C:18]3[C:23]([C:24](=[O:27])[C:25]=2[I:26])=[CH:22][CH:21]=[C:20]([F:28])[CH:19]=3)[CH2:43][CH2:42][CH2:41][CH2:40]1. (6) Given the reactants [Br:1][C:2]1[CH:3]=[CH:4][C:5]([NH2:8])=[N:6][CH:7]=1.[C:9](OC(=O)C)(=[O:11])[CH3:10], predict the reaction product. The product is: [Br:1][C:2]1[CH:3]=[CH:4][C:5]([NH:8][C:9](=[O:11])[CH3:10])=[N:6][CH:7]=1.